From a dataset of Full USPTO retrosynthesis dataset with 1.9M reactions from patents (1976-2016). Predict the reactants needed to synthesize the given product. (1) Given the product [CH3:20][C:14]1([CH3:21])[CH2:13][C:12]2[CH:11]=[C:10]3[N:17]([CH2:18][CH2:19][N:8]([C:4]4[C:3]([CH:23]=[O:24])=[C:2]([C:30]5[CH:29]=[C:28]([NH:41][C:42]6[CH:51]=[C:45]7[CH2:46][N:47]([CH3:50])[CH2:48][CH2:49][N:44]7[N:43]=6)[C:27](=[O:52])[N:26]([CH3:25])[CH:31]=5)[CH:7]=[CH:6][N:5]=4)[C:9]3=[O:22])[C:16]=2[CH2:15]1, predict the reactants needed to synthesize it. The reactants are: Cl[C:2]1[CH:7]=[CH:6][N:5]=[C:4]([N:8]2[CH2:19][CH2:18][N:17]3[C:10](=[CH:11][C:12]4[CH2:13][C:14]([CH3:21])([CH3:20])[CH2:15][C:16]=43)[C:9]2=[O:22])[C:3]=1[CH:23]=[O:24].[CH3:25][N:26]1[CH:31]=[C:30](B2OC(C)(C)C(C)(C)O2)[CH:29]=[C:28]([NH:41][C:42]2[CH:51]=[C:45]3[CH2:46][N:47]([CH3:50])[CH2:48][CH2:49][N:44]3[N:43]=2)[C:27]1=[O:52]. (2) Given the product [NH2:9][CH:3]([CH2:4][C:5]([F:8])([F:7])[F:6])[C:2]([NH2:1])=[O:20], predict the reactants needed to synthesize it. The reactants are: [NH2:1][C:2](=[O:20])[CH:3]([NH:9]C(=O)OCC1C=CC=CC=1)[CH2:4][C:5]([F:8])([F:7])[F:6].[H][H]. (3) Given the product [CH2:1]([N:8]1[C:16]2[CH:15]=[CH:14][C:13]3[N:12]([C:44]([CH3:45])=[N:18][N:17]=3)[C:11]=2[CH:10]=[C:9]1[C:33]1[CH:34]=[N:35][NH:36][CH:37]=1)[C:2]1[CH:7]=[CH:6][CH:5]=[CH:4][CH:3]=1, predict the reactants needed to synthesize it. The reactants are: [CH2:1]([N:8]1[C:16]2[C:11](=[N:12][C:13]([N:17](C(OC(C)(C)C)=O)[NH:18]C(OC(C)(C)C)=O)=[CH:14][CH:15]=2)[CH:10]=[C:9]1[C:33]1[CH:34]=[N:35][N:36](C2CCCCO2)[CH:37]=1)[C:2]1[CH:7]=[CH:6][CH:5]=[CH:4][CH:3]=1.[CH3:44][C:45](O)=O. (4) Given the product [CH3:28][O:27][CH2:26][C@H:25]([CH3:29])[O:24][C:22]1[CH:21]=[C:11]([CH:10]=[C:9]([O:8][C:7]2[CH:6]=[CH:5][C:4]([C:3]3[N:32]=[CH:33][O:1][N:2]=3)=[CH:31][CH:30]=2)[CH:23]=1)[C:12]([NH:14][C:15]1[CH:19]=[CH:18][N:17]([CH3:20])[N:16]=1)=[O:13], predict the reactants needed to synthesize it. The reactants are: [OH:1][NH:2][C:3](=[NH:32])[C:4]1[CH:31]=[CH:30][C:7]([O:8][C:9]2[CH:10]=[C:11]([CH:21]=[C:22]([O:24][C@@H:25]([CH3:29])[CH2:26][O:27][CH3:28])[CH:23]=2)[C:12]([NH:14][C:15]2[CH:19]=[CH:18][N:17]([CH3:20])[N:16]=2)=[O:13])=[CH:6][CH:5]=1.[CH:33](OC)(OC)OC.